Task: Predict which catalyst facilitates the given reaction.. Dataset: Catalyst prediction with 721,799 reactions and 888 catalyst types from USPTO (1) Reactant: Br[C:2]1[CH:3]=[C:4]([NH:10][C:11]2[CH:16]=[CH:15][C:14]([CH:17]3[CH2:22][CH2:21][N:20]([CH3:23])[CH2:19][CH2:18]3)=[CH:13][N:12]=2)[C:5](=[O:9])[N:6]([CH3:8])[CH:7]=1.[C:24]([O:27][CH2:28][C:29]1[C:30]([N:44]2[CH2:56][CH2:55][N:47]3[C:48]4[CH2:49][CH2:50][CH2:51][CH2:52][C:53]=4[CH:54]=[C:46]3[C:45]2=[O:57])=[N:31][CH:32]=[CH:33][C:34]=1B1OC(C)(C)C(C)(C)O1)(=[O:26])[CH3:25].[O-]P([O-])([O-])=O.[K+].[K+].[K+].O.O.O.[C:69]([O-])(=O)C.[Na+]. Product: [C:24]([O:27][CH2:28][C:29]1[C:30]([N:44]2[CH2:56][CH2:55][N:47]3[C:48]4[CH2:49][CH2:50][CH2:51][CH2:52][C:53]=4[CH:54]=[C:46]3[C:45]2=[O:57])=[N:31][CH:32]=[CH:33][C:34]=1[C:2]1[CH:3]=[C:4]([NH:10][C:11]2[CH:16]=[CH:15][C:14]([CH:17]3[CH2:22][CH2:21][N:20]([CH3:23])[CH2:19][CH2:18]3)=[CH:13][N:12]=2)[C:5](=[O:9])[N:6]([CH2:8][CH3:69])[CH:7]=1)(=[O:26])[CH3:25]. The catalyst class is: 543. (2) Reactant: [F:1][C:2]([F:14])([F:13])[C:3]([N:5]1[CH2:11][CH2:10][CH2:9][C:8](=O)[CH2:7][CH2:6]1)=[O:4].BrBr.[NH2:17][C:18]([CH:20]1[CH2:25][CH2:24][N:23](C(OC(C)(C)C)=O)[CH2:22][CH2:21]1)=[S:19]. Product: [NH:23]1[CH2:24][CH2:25][CH:20]([C:18]2[S:19][C:9]3[CH2:10][CH2:11][N:5]([C:3](=[O:4])[C:2]([F:14])([F:13])[F:1])[CH2:6][CH2:7][C:8]=3[N:17]=2)[CH2:21][CH2:22]1. The catalyst class is: 404. (3) Reactant: [CH3:1][C:2]1[N:3]=[C:4]([NH:7][C:8]2[CH:13]=[C:12]([O:14][C:15]3[CH:16]=[C:17]([CH:21]=[CH:22][CH:23]=3)[C:18]([OH:20])=O)[CH:11]=[CH:10][N:9]=2)[S:5][CH:6]=1.C(N(CC)CC)C.C([Cl:36])(=O)OCC.[CH3:37][N:38]([CH3:43])[CH2:39][CH2:40][NH:41][CH3:42]. Product: [ClH:36].[ClH:36].[CH3:37][N:38]([CH3:43])[CH2:39][CH2:40][N:41]([CH3:42])[C:18](=[O:20])[C:17]1[CH:21]=[CH:22][CH:23]=[C:15]([O:14][C:12]2[CH:11]=[CH:10][N:9]=[C:8]([NH:7][C:4]3[S:5][CH:6]=[C:2]([CH3:1])[N:3]=3)[CH:13]=2)[CH:16]=1. The catalyst class is: 1. (4) Reactant: [CH2:1]([O:3][P:4]([C:9]1[CH:13]=[CH:12][S:11][CH:10]=1)([O:6][CH2:7][CH3:8])=[O:5])[CH3:2].C([Li])CCC.[CH2:19]([Sn:23](Cl)([CH2:28][CH2:29][CH2:30][CH3:31])[CH2:24][CH2:25][CH2:26][CH3:27])[CH2:20][CH2:21][CH3:22].P([O-])([O-])(O)=O.[Na+].[Na+].P([O-])(O)(O)=O.[Na+]. Product: [CH2:28]([Sn:23]([CH2:19][CH2:20][CH2:21][CH3:22])([CH2:24][CH2:25][CH2:26][CH3:27])[C:10]1[S:11][CH:12]=[CH:13][C:9]=1[P:4]([O:6][CH2:7][CH3:8])([O:3][CH2:1][CH3:2])=[O:5])[CH2:29][CH2:30][CH3:31]. The catalyst class is: 1. (5) Reactant: [C:1]1([C:7]2[C:8]3[CH:17]=[CH:16][CH:15]=[CH:14][C:9]=3[S:10][C:11]=2[CH:12]=[O:13])[CH:6]=[CH:5][CH:4]=[CH:3][CH:2]=1.OO.[O-:20]Cl=O.[Na+]. Product: [C:1]1([C:7]2[C:8]3[CH:17]=[CH:16][CH:15]=[CH:14][C:9]=3[S:10][C:11]=2[C:12]([OH:20])=[O:13])[CH:2]=[CH:3][CH:4]=[CH:5][CH:6]=1. The catalyst class is: 144. (6) Reactant: N[C:2]1[C:3]([C:9]([O:11][CH3:12])=[O:10])=[N:4][C:5]([Br:8])=[CH:6][N:7]=1.N([O-])=O.[Na+].[CH3:17][OH:18]. Product: [Br:8][C:5]1[N:4]=[C:3]([C:9]([O:11][CH3:12])=[O:10])[C:2]([O:18][CH3:17])=[N:7][CH:6]=1. The catalyst class is: 82.